Dataset: Drug-target binding data from BindingDB using Kd measurements. Task: Regression. Given a target protein amino acid sequence and a drug SMILES string, predict the binding affinity score between them. We predict pKd (pKd = -log10(Kd in M); higher means stronger binding). Dataset: bindingdb_kd. The drug is CCCCOc1snc2cc(-c3ccc(OC)c(OC)c3)cnc12. The pKd is 6.5. The target protein (O14976) has sequence MSLLQSALDFLAGPGSLGGASGRDQSDFVGQTVELGELRLRVRRVLAEGGFAFVYEAQDVGSGREYALKRLLSNEEEKNRAIIQEVCFMKKLSGHPNIVQFCSAASIGKEESDTGQAEFLLLTELCKGQLVEFLKKMESRGPLSCDTVLKIFYQTCRAVQHMHRQKPPIIHRDLKVENLLLSNQGTIKLCDFGSATTISHYPDYSWSAQRRALVEEEITRNTTPMYRTPEIIDLYSNFPIGEKQDIWALGCILYLLCFRQHPFEDGAKLRIVNGKYSIPPHDTQYTVFHSLIRAMLQVNPEERLSIAEVVHQLQEIAAARNVNPKSPITELLEQNGGYGSATLSRGPPPPVGPAGSGYSGGLALAEYDQPYGGFLDILRGGTERLFTNLKDTSSKVIQSVANYAKGDLDISYITSRIAVMSFPAEGVESALKNNIEDVRLFLDSKHPGHYAVYNLSPRTYRPSRFHNRVSECGWAARRAPHLHTLYNICRNMHAWLRQDH....